Predict the product of the given reaction. From a dataset of Forward reaction prediction with 1.9M reactions from USPTO patents (1976-2016). (1) The product is: [OH:1][C:2]1[C:7]2[S:8][CH:9]=[CH:10][C:6]=2[CH:5]=[C:4]([C:11](=[S:15])[NH2:12])[CH:3]=1. Given the reactants [OH:1][C:2]1[C:7]2[S:8][CH:9]=[CH:10][C:6]=2[CH:5]=[C:4]([C:11]#[N:12])[CH:3]=1.C(N)(=[S:15])C.O, predict the reaction product. (2) Given the reactants C([O:5][C:6](=[O:22])[CH2:7][C:8](=[O:21])[CH2:9][CH:10](O)[CH2:11][CH2:12][C:13]1[CH:18]=[CH:17][C:16]([F:19])=[CH:15][CH:14]=1)(C)(C)C.C(O)(C(F)(F)F)=O, predict the reaction product. The product is: [F:19][C:16]1[CH:15]=[CH:14][C:13]([CH2:12][CH2:11][CH:10]2[O:22][C:6](=[O:5])[CH2:7][C:8](=[O:21])[CH2:9]2)=[CH:18][CH:17]=1. (3) Given the reactants [CH:1]([S:4]([C:7]1[CH:22]=[CH:21][C:20]([N+:23]([O-])=O)=[CH:19][C:8]=1[CH2:9][N:10]([CH3:18])[C:11](=[O:17])[O:12][C:13]([CH3:16])([CH3:15])[CH3:14])(=[O:6])=[O:5])([CH3:3])[CH3:2], predict the reaction product. The product is: [NH2:23][C:20]1[CH:21]=[CH:22][C:7]([S:4]([CH:1]([CH3:3])[CH3:2])(=[O:6])=[O:5])=[C:8]([CH:19]=1)[CH2:9][N:10]([CH3:18])[C:11](=[O:17])[O:12][C:13]([CH3:14])([CH3:15])[CH3:16]. (4) Given the reactants [CH2:1]([N:3]1[C:14](=[O:15])[C:12]2[N:13]3[C:8](=[CH:9][C:10](=[O:18])[C:11]=2[O:16][CH3:17])[CH2:7][CH2:6][C@H:5]3[C@@H:4]1[O:19][CH3:20])[CH3:2].C1C(=O)N([I:28])C(=O)C1, predict the reaction product. The product is: [CH2:1]([N:3]1[C:14](=[O:15])[C:12]2[N:13]3[C:8](=[C:9]([I:28])[C:10](=[O:18])[C:11]=2[O:16][CH3:17])[CH2:7][CH2:6][C@H:5]3[C@@H:4]1[O:19][CH3:20])[CH3:2]. (5) Given the reactants COCO[C:5]1[C:14](C)=[C:13](C)[C:12]2OC(C)(C)[CH2:9][CH2:8][C:7]=2[C:6]=1C=O.C([O-])(=O)C.[NH4+].[N+:26](C)([O-:28])=[O:27], predict the reaction product. The product is: [N+:26]([CH:9]=[CH:8][C:7]1[CH:12]=[CH:13][CH:14]=[CH:5][CH:6]=1)([O-:28])=[O:27]. (6) The product is: [Cl:31][C:20]1[C:21]([F:30])=[C:22]([C:24]2([C:26]([F:29])([F:28])[F:27])[O:1][N:2]=[C:3]([C:4]3[CH:15]=[CH:14][C:7]4[B:8]([OH:13])[O:9][C:10]([CH3:12])([CH3:11])[C:6]=4[CH:5]=3)[CH2:25]2)[CH:23]=[C:18]([Cl:17])[C:19]=1[F:32]. Given the reactants [OH:1][N:2]=[C:3](Cl)[C:4]1[CH:15]=[CH:14][C:7]2[B:8]([OH:13])[O:9][C:10]([CH3:12])([CH3:11])[C:6]=2[CH:5]=1.[Cl:17][C:18]1[CH:23]=[C:22]([C:24]([C:26]([F:29])([F:28])[F:27])=[CH2:25])[C:21]([F:30])=[C:20]([Cl:31])[C:19]=1[F:32], predict the reaction product. (7) Given the reactants CC1C=CC=C(C)C=1O[CH2:10][C:11]1[C:15]([CH2:16][O:17][C:18]2[CH:19]=[C:20]3[C:24](=[CH:25][CH:26]=2)[N:23]([CH2:27][C:28]2[CH:29]=[C:30]([CH:35]=[CH:36][CH:37]=2)[C:31]([O:33][CH3:34])=[O:32])[CH:22]=[CH:21]3)=[C:14]([CH:38]([CH3:40])[CH3:39])[O:13][N:12]=1.[Cl:41][C:42]1[CH:47]=[C:46]([Cl:48])[CH:45]=[C:44]([Cl:49])[C:43]=1[OH:50], predict the reaction product. The product is: [CH3:40][CH:38]([C:14]1[O:13][N:12]=[C:11]([CH2:10][O:50][C:43]2[C:42]([Cl:41])=[CH:47][C:46]([Cl:48])=[CH:45][C:44]=2[Cl:49])[C:15]=1[CH2:16][O:17][C:18]1[CH:19]=[C:20]2[C:24](=[CH:25][CH:26]=1)[N:23]([CH2:27][C:28]1[CH:29]=[C:30]([CH:35]=[CH:36][CH:37]=1)[C:31]([O:33][CH3:34])=[O:32])[CH:22]=[CH:21]2)[CH3:39]. (8) Given the reactants [Br:1][C:2]1[CH:3]=[C:4]([C:10](=O)[CH2:11][CH2:12][C:13]([OH:15])=O)[CH:5]=[C:6]([Br:9])[C:7]=1[OH:8].Cl.Cl.[OH:19][C:20]1[CH:21]=[C:22]([CH:26]=[CH:27][CH:28]=1)[CH2:23][NH:24][NH2:25], predict the reaction product. The product is: [Br:9][C:6]1[CH:5]=[C:4]([C:10]2[CH2:11][CH2:12][C:13](=[O:15])[N:24]([CH2:23][C:22]3[CH:26]=[CH:27][CH:28]=[C:20]([OH:19])[CH:21]=3)[N:25]=2)[CH:3]=[C:2]([Br:1])[C:7]=1[OH:8]. (9) Given the reactants [I:1][C:2]1[CH:7]=[CH:6][C:5]([CH:8]([CH3:12])[C:9]([OH:11])=O)=[CH:4][CH:3]=1.[CH3:13][CH2:14][N:15](C(C)C)C(C)C.Cl.C(N)C.CCN=C=NCCCN(C)C.Cl, predict the reaction product. The product is: [CH2:14]([NH:15][C:9](=[O:11])[CH:8]([C:5]1[CH:4]=[CH:3][C:2]([I:1])=[CH:7][CH:6]=1)[CH3:12])[CH3:13]. (10) Given the reactants [Cl:1][C:2]1[CH:7]=[CH:6][CH:5]=[CH:4][C:3]=1[N:8]1[C:12]([C:13]2[CH:14]=[CH:15][C:16]([OH:23])=[C:17]([CH:22]=2)[C:18]([O:20][CH3:21])=[O:19])=[CH:11][C:10]([C:24]([F:27])([F:26])[F:25])=[N:9]1.N1C(C)=CC=CC=1C.[S:36](O[S:36]([C:39]([F:42])([F:41])[F:40])(=[O:38])=[O:37])([C:39]([F:42])([F:41])[F:40])(=[O:38])=[O:37], predict the reaction product. The product is: [Cl:1][C:2]1[CH:7]=[CH:6][CH:5]=[CH:4][C:3]=1[N:8]1[C:12]([C:13]2[CH:14]=[CH:15][C:16]([O:23][S:36]([C:39]([F:42])([F:41])[F:40])(=[O:38])=[O:37])=[C:17]([CH:22]=2)[C:18]([O:20][CH3:21])=[O:19])=[CH:11][C:10]([C:24]([F:27])([F:25])[F:26])=[N:9]1.